From a dataset of Reaction yield outcomes from USPTO patents with 853,638 reactions. Predict the reaction yield, written as a fraction of the theoretical maximum amount of product (1.0 means a 100% yield; for example, 0.34 means a 34% yield). (1) The reactants are Br[C:2]1[C:14]([CH2:15][O:16]C2CCCCO2)=[CH:13][C:5]([O:6]C2CCCCO2)=[CH:4][C:3]=1[CH3:23].[Li]CCCC.[B:29](OC(C)C)(OC(C)C)[O:30]C(C)C.Cl. The catalyst is C1COCC1.O.CCOC(C)=O. The product is [CH3:23][C:3]1[C:2]2[B:29]([OH:30])[O:16][CH2:15][C:14]=2[CH:13]=[C:5]([OH:6])[CH:4]=1. The yield is 0.330. (2) The reactants are [CH3:1][O-].[Na+].Cl.[CH3:5][C:6]1[C:14]2[C:9](=[CH:10][C:11]([NH2:15])=[CH:12][CH:13]=2)[NH:8][N:7]=1.C=O.[BH4-].[Na+].[OH-].[Na+]. The catalyst is CO. The product is [CH3:1][NH:15][C:11]1[CH:10]=[C:9]2[C:14]([C:6]([CH3:5])=[N:7][NH:8]2)=[CH:13][CH:12]=1. The yield is 0.390.